Predict the reactants needed to synthesize the given product. From a dataset of Full USPTO retrosynthesis dataset with 1.9M reactions from patents (1976-2016). Given the product [F:1][C:2]1[CH:3]=[C:4]2[C:9](=[CH:10][CH:11]=1)[N:8]=[CH:7][CH:6]=[C:5]2[S:12][C:13]1([C:17]([OH:19])=[O:18])[CH2:14][CH2:15][CH2:16]1, predict the reactants needed to synthesize it. The reactants are: [F:1][C:2]1[CH:3]=[C:4]2[C:9](=[CH:10][CH:11]=1)[N:8]=[CH:7][CH:6]=[C:5]2[S:12][C:13]1([C:17]([O:19]CC)=[O:18])[CH2:16][CH2:15][CH2:14]1.[OH-].[Na+].